This data is from Reaction yield outcomes from USPTO patents with 853,638 reactions. The task is: Predict the reaction yield, written as a fraction of the theoretical maximum amount of product (1.0 means a 100% yield; for example, 0.34 means a 34% yield). (1) The reactants are C[O:2][C:3](=[O:36])[CH:4]([CH2:24][CH:25]=[CH:26][CH2:27][P:28]([O:33]CC)([O:30][CH2:31][CH3:32])=[O:29])[CH2:5][C:6]([CH3:23])=[CH:7][CH2:8][C:9]1[C:10]([OH:22])=[C:11]2[C:15](=[C:16]([CH3:20])[C:17]=1[O:18][CH3:19])[CH2:14][O:13][C:12]2=[O:21].[OH-].[Li+]. The catalyst is CO.O. The product is [CH2:31]([O:30][P:28]([CH2:27][CH:26]=[CH:25][CH2:24][CH:4]([CH2:5][C:6]([CH3:23])=[CH:7][CH2:8][C:9]1[C:10]([OH:22])=[C:11]2[C:15](=[C:16]([CH3:20])[C:17]=1[O:18][CH3:19])[CH2:14][O:13][C:12]2=[O:21])[C:3]([OH:36])=[O:2])([OH:33])=[O:29])[CH3:32]. The yield is 0.890. (2) The reactants are [CH3:1][O:2][C:3]1[CH:4]=[C:5]([CH:32]=[CH:33][CH:34]=1)[C:6]([NH:8][C:9]1[CH:25]=[CH:24][C:12]([O:13][CH2:14][CH2:15][NH:16][C:17](=[O:23])[O:18][C:19](Cl)(Cl)Cl)=[C:11]([C:26]2[N:30]([CH3:31])[N:29]=[CH:28][CH:27]=2)[CH:10]=1)=[O:7].[CH3:35][N:36]([CH3:40])[CH2:37]CO.[O-2].[Mg+2]. The catalyst is C(OCC)(=O)C. The product is [CH3:35][N:36]([CH3:40])[CH2:37][CH2:19][O:18][C:17](=[O:23])[NH:16][CH2:15][CH2:14][O:13][C:12]1[CH:24]=[CH:25][C:9]([NH:8][C:6](=[O:7])[C:5]2[CH:32]=[CH:33][CH:34]=[C:3]([O:2][CH3:1])[CH:4]=2)=[CH:10][C:11]=1[C:26]1[N:30]([CH3:31])[N:29]=[CH:28][CH:27]=1. The yield is 0.313. (3) The reactants are [NH2:1][C:2]1[C:7]([Cl:8])=[C:6]([Cl:9])[N:5]=[C:4](Cl)[N:3]=1.[NH2:11][C:12]1[CH:19]=[CH:18][C:15]([C:16]#[N:17])=[CH:14][CH:13]=1.CN1CCCC1=O.Cl. The catalyst is C(OCC)C.O1CCOCC1. The product is [NH2:1][C:2]1[C:7]([Cl:8])=[C:6]([Cl:9])[N:5]=[C:4]([NH:11][C:12]2[CH:19]=[CH:18][C:15]([C:16]#[N:17])=[CH:14][CH:13]=2)[N:3]=1. The yield is 0.0680.